This data is from Catalyst prediction with 721,799 reactions and 888 catalyst types from USPTO. The task is: Predict which catalyst facilitates the given reaction. (1) Reactant: [F:1][C:2]1[CH:10]=[C:9]2[C:5]([C:6]([C:12]3[N:13]=[C:14]4[C:20]([C:21]([NH:23][C@@H:24]([C:26]5[O:27][CH:28]=[C:29]([CH2:31]OS(C)(=O)=O)[N:30]=5)[CH3:25])=[O:22])=[CH:19][N:18]([CH2:37][O:38][CH2:39][CH2:40][Si:41]([CH3:44])([CH3:43])[CH3:42])[C:15]4=[N:16][CH:17]=3)=[N:7][N:8]2[CH3:11])=[CH:4][CH:3]=1.[C-:45]#[N:46].[Na+]. Product: [C:45]([CH2:31][C:29]1[N:30]=[C:26]([C@H:24]([NH:23][C:21]([C:20]2[C:14]3[C:15](=[N:16][CH:17]=[C:12]([C:6]4[C:5]5[C:9](=[CH:10][C:2]([F:1])=[CH:3][CH:4]=5)[N:8]([CH3:11])[N:7]=4)[N:13]=3)[N:18]([CH2:37][O:38][CH2:39][CH2:40][Si:41]([CH3:42])([CH3:44])[CH3:43])[CH:19]=2)=[O:22])[CH3:25])[O:27][CH:28]=1)#[N:46]. The catalyst class is: 3. (2) Reactant: [F:1][C:2]([F:7])([F:6])[C:3]([OH:5])=[O:4].C(OC([N:15]1[CH2:20][CH2:19][N:18]([C:21]2[CH:22]=[CH:23][C:24]3[O:28][C:27]([C:29]([O:31][CH2:32][CH3:33])=[O:30])=[CH:26][C:25]=3[C:34]=2[CH3:35])[CH2:17][CH2:16]1)=O)(C)(C)C. Product: [F:1][C:2]([F:7])([F:6])[C:3]([OH:5])=[O:4].[CH2:32]([O:31][C:29]([C:27]1[O:28][C:24]2[CH:23]=[CH:22][C:21]([N:18]3[CH2:17][CH2:16][NH:15][CH2:20][CH2:19]3)=[C:34]([CH3:35])[C:25]=2[CH:26]=1)=[O:30])[CH3:33]. The catalyst class is: 4. (3) Reactant: [Cl:1][C:2]1[CH:18]=[CH:17][C:5]2[N:6]([CH2:9][C:10]([O:12]C(C)(C)C)=[O:11])[N:7]=[N:8][C:4]=2[C:3]=1[O:19][C:20]1[CH:25]=[C:24]([C:26]#[N:27])[CH:23]=[C:22]([Cl:28])[CH:21]=1. Product: [Cl:1][C:2]1[CH:18]=[CH:17][C:5]2[N:6]([CH2:9][C:10]([OH:12])=[O:11])[N:7]=[N:8][C:4]=2[C:3]=1[O:19][C:20]1[CH:25]=[C:24]([C:26]#[N:27])[CH:23]=[C:22]([Cl:28])[CH:21]=1. The catalyst class is: 67. (4) Reactant: [Cl-].O[NH3+:3].[C:4](=[O:7])([O-])[OH:5].[Na+].CS(C)=O.[CH3:13][O:14][CH2:15][C:16]1[N:47]=[C:19]2[N:20]([CH:43]([CH3:46])[CH2:44][CH3:45])[C:21](=[O:42])[C:22]([CH2:27][C:28]3[CH:33]=[CH:32][C:31]([C:34]4[C:35]([C:40]#[N:41])=[CH:36][CH:37]=[CH:38][CH:39]=4)=[CH:30][CH:29]=3)=[C:23]([CH2:24][CH2:25][CH3:26])[N:18]2[N:17]=1. Product: [CH3:13][O:14][CH2:15][C:16]1[N:47]=[C:19]2[N:20]([CH:43]([CH3:46])[CH2:44][CH3:45])[C:21](=[O:42])[C:22]([CH2:27][C:28]3[CH:33]=[CH:32][C:31]([C:34]4[CH:39]=[CH:38][CH:37]=[CH:36][C:35]=4[C:40]4[NH:3][C:4](=[O:7])[O:5][N:41]=4)=[CH:30][CH:29]=3)=[C:23]([CH2:24][CH2:25][CH3:26])[N:18]2[N:17]=1. The catalyst class is: 13. (5) Reactant: [F:1][CH:2]([F:11])[O:3][C:4]1[CH:5]=[C:6]([CH:8]=[CH:9][CH:10]=1)[NH2:7].F[C:13]1[C:18]([C:19]2[N:24]=[C:23]([CH3:25])[N:22]=[C:21]([N:26]([CH2:36][C:37]3[CH:42]=[CH:41][C:40]([O:43][CH3:44])=[CH:39][CH:38]=3)[CH2:27][C:28]3[CH:33]=[CH:32][C:31]([O:34][CH3:35])=[CH:30][CH:29]=3)[N:20]=2)=[CH:17][CH:16]=[CH:15][N:14]=1.[Li+].C[Si]([N-][Si](C)(C)C)(C)C. Product: [F:1][CH:2]([F:11])[O:3][C:4]1[CH:5]=[C:6]([NH:7][C:13]2[C:18]([C:19]3[N:24]=[C:23]([CH3:25])[N:22]=[C:21]([N:26]([CH2:27][C:28]4[CH:29]=[CH:30][C:31]([O:34][CH3:35])=[CH:32][CH:33]=4)[CH2:36][C:37]4[CH:38]=[CH:39][C:40]([O:43][CH3:44])=[CH:41][CH:42]=4)[N:20]=3)=[CH:17][CH:16]=[CH:15][N:14]=2)[CH:8]=[CH:9][CH:10]=1. The catalyst class is: 1.